This data is from Full USPTO retrosynthesis dataset with 1.9M reactions from patents (1976-2016). The task is: Predict the reactants needed to synthesize the given product. Given the product [Br:15][C:12]1[N:11]=[C:10]([C:16]2[O:20][N:19]=[C:18]([C:21]3[CH:26]=[CH:25][C:24]([CH2:27][NH:28][CH3:29])=[CH:23][C:22]=3[F:37])[CH:17]=2)[C:9]([NH2:8])=[N:14][CH:13]=1, predict the reactants needed to synthesize it. The reactants are: C(OC([N:8](C(OC(C)(C)C)=O)[C:9]1[C:10]([C:16]2[O:20][N:19]=[C:18]([C:21]3[CH:26]=[CH:25][C:24]([CH2:27][N:28](C)[C:29](=O)OC(C)(C)C)=[CH:23][C:22]=3[F:37])[CH:17]=2)=[N:11][C:12]([Br:15])=[CH:13][N:14]=1)=O)(C)(C)C.